Predict which catalyst facilitates the given reaction. From a dataset of Catalyst prediction with 721,799 reactions and 888 catalyst types from USPTO. (1) Reactant: [OH-].[Na+].[C:3]([O:7][C:8]([N:10]1[CH2:15][CH2:14][C:13]([C:31](=[O:33])[NH2:32])([NH:16][C:17](=O)/[CH:18]=[CH:19]/[C:20]2[CH:25]=[CH:24][CH:23]=[C:22]([C:26]([F:29])([F:28])[F:27])[CH:21]=2)[CH2:12][CH2:11]1)=[O:9])([CH3:6])([CH3:5])[CH3:4]. Product: [C:3]([O:7][C:8]([N:10]1[CH2:15][CH2:14][C:13]2([N:16]=[C:17](/[CH:18]=[CH:19]/[C:20]3[CH:25]=[CH:24][CH:23]=[C:22]([C:26]([F:29])([F:28])[F:27])[CH:21]=3)[NH:32][C:31]2=[O:33])[CH2:12][CH2:11]1)=[O:9])([CH3:6])([CH3:5])[CH3:4]. The catalyst class is: 8. (2) Reactant: Br[C:2]1[N:6]2[CH:7]=[CH:8][CH:9]=[CH:10][C:5]2=[C:4]([C:11]([O:13][CH3:14])=[O:12])[N:3]=1.[NH:15]1[CH2:20][CH2:19][O:18][CH2:17][CH2:16]1.CC1(C)C2C(=C(P(C3C=CC=CC=3)C3C=CC=CC=3)C=CC=2)OC2C(P(C3C=CC=CC=3)C3C=CC=CC=3)=CC=CC1=2.C([O-])([O-])=O.[Cs+].[Cs+]. Product: [N:15]1([C:2]2[N:6]3[CH:7]=[CH:8][CH:9]=[CH:10][C:5]3=[C:4]([C:11]([O:13][CH3:14])=[O:12])[N:3]=2)[CH2:20][CH2:19][O:18][CH2:17][CH2:16]1. The catalyst class is: 102.